Dataset: NCI-60 drug combinations with 297,098 pairs across 59 cell lines. Task: Regression. Given two drug SMILES strings and cell line genomic features, predict the synergy score measuring deviation from expected non-interaction effect. (1) Drug 1: CCCS(=O)(=O)NC1=C(C(=C(C=C1)F)C(=O)C2=CNC3=C2C=C(C=N3)C4=CC=C(C=C4)Cl)F. Drug 2: CC1C(C(CC(O1)OC2CC(CC3=C2C(=C4C(=C3O)C(=O)C5=C(C4=O)C(=CC=C5)OC)O)(C(=O)C)O)N)O.Cl. Cell line: EKVX. Synergy scores: CSS=33.2, Synergy_ZIP=19.7, Synergy_Bliss=20.4, Synergy_Loewe=14.8, Synergy_HSA=18.4. (2) Synergy scores: CSS=5.63, Synergy_ZIP=0.485, Synergy_Bliss=3.76, Synergy_Loewe=-2.98, Synergy_HSA=0.228. Drug 2: C1C(C(OC1N2C=NC(=NC2=O)N)CO)O. Cell line: MCF7. Drug 1: C1CC(=O)NC(=O)C1N2C(=O)C3=CC=CC=C3C2=O. (3) Drug 1: CC1=C(C=C(C=C1)C(=O)NC2=CC(=CC(=C2)C(F)(F)F)N3C=C(N=C3)C)NC4=NC=CC(=N4)C5=CN=CC=C5. Drug 2: CC(C)NC(=O)C1=CC=C(C=C1)CNNC.Cl. Cell line: A549. Synergy scores: CSS=-3.06, Synergy_ZIP=1.79, Synergy_Bliss=1.26, Synergy_Loewe=1.27, Synergy_HSA=-4.20. (4) Drug 1: C1CC(=O)NC(=O)C1N2C(=O)C3=CC=CC=C3C2=O. Drug 2: C1CNP(=O)(OC1)N(CCCl)CCCl. Cell line: A549. Synergy scores: CSS=-0.843, Synergy_ZIP=-2.84, Synergy_Bliss=-6.72, Synergy_Loewe=-1.88, Synergy_HSA=-4.06. (5) Drug 1: COC1=CC(=CC(=C1O)OC)C2C3C(COC3=O)C(C4=CC5=C(C=C24)OCO5)OC6C(C(C7C(O6)COC(O7)C8=CC=CS8)O)O. Drug 2: CC1=CC2C(CCC3(C2CCC3(C(=O)C)OC(=O)C)C)C4(C1=CC(=O)CC4)C. Cell line: A498. Synergy scores: CSS=33.2, Synergy_ZIP=-0.603, Synergy_Bliss=0.154, Synergy_Loewe=-8.05, Synergy_HSA=3.02. (6) Drug 1: C1CCC(CC1)NC(=O)N(CCCl)N=O. Drug 2: CCC(=C(C1=CC=CC=C1)C2=CC=C(C=C2)OCCN(C)C)C3=CC=CC=C3.C(C(=O)O)C(CC(=O)O)(C(=O)O)O. Cell line: NCI-H322M. Synergy scores: CSS=-1.01, Synergy_ZIP=-0.986, Synergy_Bliss=-4.72, Synergy_Loewe=-5.49, Synergy_HSA=-5.73. (7) Drug 1: C1=NC2=C(N1)C(=S)N=CN2. Drug 2: CCC1(C2=C(COC1=O)C(=O)N3CC4=CC5=C(C=CC(=C5CN(C)C)O)N=C4C3=C2)O.Cl. Cell line: MALME-3M. Synergy scores: CSS=19.3, Synergy_ZIP=-8.06, Synergy_Bliss=-1.97, Synergy_Loewe=-5.16, Synergy_HSA=-0.109.